This data is from Retrosynthesis with 50K atom-mapped reactions and 10 reaction types from USPTO. The task is: Predict the reactants needed to synthesize the given product. (1) The reactants are: CCN.Cn1ncc(C(=O)N2CCC2)c1C(=O)Nc1ccn2nc(C(=O)O)nc2c1. Given the product CCNC(=O)c1nc2cc(NC(=O)c3c(C(=O)N4CCC4)cnn3C)ccn2n1, predict the reactants needed to synthesize it. (2) Given the product CC(C)(C)OC(=O)NC(C(=O)c1ccc(I)cc1)c1ccc(C(F)(F)F)cc1, predict the reactants needed to synthesize it. The reactants are: CON(C)C(=O)C(NC(=O)OC(C)(C)C)c1ccc(C(F)(F)F)cc1.Ic1ccc(I)cc1. (3) The reactants are: NN.O=C(Cl)C1(c2cccs2)CCOCC1. Given the product NNC(=O)C1(c2cccs2)CCOCC1, predict the reactants needed to synthesize it. (4) Given the product C#Cc1c(C#N)nn(-c2c(Cl)cc(OC(F)(F)F)cc2Cl)c1N, predict the reactants needed to synthesize it. The reactants are: C[Si](C)(C)C#Cc1c(C#N)nn(-c2c(Cl)cc(OC(F)(F)F)cc2Cl)c1N.